This data is from Reaction yield outcomes from USPTO patents with 853,638 reactions. The task is: Predict the reaction yield, written as a fraction of the theoretical maximum amount of product (1.0 means a 100% yield; for example, 0.34 means a 34% yield). (1) The reactants are Cl[C:2]1[N:7]=[CH:6][C:5]([C:8]2[C:16]3[C:11](=[CH:12][C:13]([F:17])=[CH:14][CH:15]=3)[N:10](S(C3C=CC=CC=3)(=O)=O)[CH:9]=2)=[CH:4][CH:3]=1.[CH2:27]([N:34]1[CH2:39][CH2:38][CH:37]([NH2:40])[CH2:36][CH2:35]1)[C:28]1[CH:33]=[CH:32][CH:31]=[CH:30][CH:29]=1. The catalyst is CN1C(=O)CCC1. The product is [CH2:27]([N:34]1[CH2:39][CH2:38][CH:37]([NH:40][C:2]2[CH:3]=[CH:4][C:5]([C:8]3[C:16]4[C:11](=[CH:12][C:13]([F:17])=[CH:14][CH:15]=4)[NH:10][CH:9]=3)=[CH:6][N:7]=2)[CH2:36][CH2:35]1)[C:28]1[CH:29]=[CH:30][CH:31]=[CH:32][CH:33]=1. The yield is 0.100. (2) The reactants are O[CH:2]=[C:3]1[C:11]2[C:6](=[CH:7][C:8]([C:12]([C:14]3[CH:15]=[C:16]([NH:20][C:21]([C:23]4[N:24]([CH3:29])[N:25]=[C:26]([CH3:28])[CH:27]=4)=[O:22])[CH:17]=[CH:18][CH:19]=3)=[O:13])=[CH:9][CH:10]=2)[NH:5][C:4]1=[O:30].[CH3:31][N:32]1[CH2:37][CH2:36][N:35]([C:38]2[CH:43]=[CH:42][C:41]([NH2:44])=[CH:40][CH:39]=2)[CH2:34][CH2:33]1. The catalyst is C1COCC1. The product is [CH3:31][N:32]1[CH2:33][CH2:34][N:35]([C:38]2[CH:43]=[CH:42][C:41]([NH:44][CH:2]=[C:3]3[C:11]4[C:6](=[CH:7][C:8]([C:12]([C:14]5[CH:15]=[C:16]([NH:20][C:21]([C:23]6[N:24]([CH3:29])[N:25]=[C:26]([CH3:28])[CH:27]=6)=[O:22])[CH:17]=[CH:18][CH:19]=5)=[O:13])=[CH:9][CH:10]=4)[NH:5][C:4]3=[O:30])=[CH:40][CH:39]=2)[CH2:36][CH2:37]1. The yield is 0.640. (3) The reactants are [Cl:1][C:2]1[CH:7]=[CH:6][C:5]([C:8]2([C:11]([OH:13])=O)[CH2:10][CH2:9]2)=[CH:4][CH:3]=1.CN1CCOCC1.ClC(OCC(C)C)=O.[Br:29][C:30]1[C:31]([NH:36][NH2:37])=[N:32][CH:33]=[CH:34][CH:35]=1. The catalyst is C1COCC1.CO.C(Cl)Cl. The product is [Br:29][C:30]1[C:31]([NH:36][NH:37][C:11]([C:8]2([C:5]3[CH:4]=[CH:3][C:2]([Cl:1])=[CH:7][CH:6]=3)[CH2:9][CH2:10]2)=[O:13])=[N:32][CH:33]=[CH:34][CH:35]=1. The yield is 0.820.